This data is from CYP3A4 inhibition data for predicting drug metabolism from PubChem BioAssay. The task is: Regression/Classification. Given a drug SMILES string, predict its absorption, distribution, metabolism, or excretion properties. Task type varies by dataset: regression for continuous measurements (e.g., permeability, clearance, half-life) or binary classification for categorical outcomes (e.g., BBB penetration, CYP inhibition). Dataset: cyp3a4_veith. (1) The compound is CN(C)C(=O)CCc1nc(-c2ccc(C(C)(C)C)cc2)no1. The result is 0 (non-inhibitor). (2) The molecule is CC(C)C(NC(=O)c1ccc(C(C)(C)C)cc1)C(=O)O. The result is 0 (non-inhibitor). (3) The compound is Cc1noc(C)c1-c1ccc2ncnc(NC3CCNCC3)c2c1. The result is 0 (non-inhibitor). (4) The molecule is OC[C@@H]1O[C@@H](N2CCN([C@@H]3O[C@@H](CO)[C@H](O)[C@@H](O)[C@@H]3O)CC2)[C@H](O)[C@@H](O)[C@@H]1O. The result is 0 (non-inhibitor). (5) The molecule is CCNc1ncc2nc(-c3cccs3)c(=O)n(Cc3cccs3)c2n1. The result is 1 (inhibitor).